From a dataset of NCI-60 drug combinations with 297,098 pairs across 59 cell lines. Regression. Given two drug SMILES strings and cell line genomic features, predict the synergy score measuring deviation from expected non-interaction effect. (1) Drug 1: C1=CC(=C2C(=C1NCCNCCO)C(=O)C3=C(C=CC(=C3C2=O)O)O)NCCNCCO. Drug 2: CC1=C(N=C(N=C1N)C(CC(=O)N)NCC(C(=O)N)N)C(=O)NC(C(C2=CN=CN2)OC3C(C(C(C(O3)CO)O)O)OC4C(C(C(C(O4)CO)O)OC(=O)N)O)C(=O)NC(C)C(C(C)C(=O)NC(C(C)O)C(=O)NCCC5=NC(=CS5)C6=NC(=CS6)C(=O)NCCC[S+](C)C)O. Cell line: NCI-H522. Synergy scores: CSS=55.9, Synergy_ZIP=-0.954, Synergy_Bliss=0.577, Synergy_Loewe=-3.22, Synergy_HSA=2.97. (2) Drug 1: CC1=C2C(C(=O)C3(C(CC4C(C3C(C(C2(C)C)(CC1OC(=O)C(C(C5=CC=CC=C5)NC(=O)C6=CC=CC=C6)O)O)OC(=O)C7=CC=CC=C7)(CO4)OC(=O)C)O)C)OC(=O)C. Drug 2: C(CC(=O)O)C(=O)CN.Cl. Cell line: OVCAR-5. Synergy scores: CSS=36.2, Synergy_ZIP=-3.27, Synergy_Bliss=0.0278, Synergy_Loewe=-25.9, Synergy_HSA=2.02. (3) Drug 1: CC1=C(C=C(C=C1)NC2=NC=CC(=N2)N(C)C3=CC4=NN(C(=C4C=C3)C)C)S(=O)(=O)N.Cl. Drug 2: CC1=C(C(CCC1)(C)C)C=CC(=CC=CC(=CC(=O)O)C)C. Cell line: SR. Synergy scores: CSS=0.883, Synergy_ZIP=2.51, Synergy_Bliss=0.935, Synergy_Loewe=-2.86, Synergy_HSA=-2.51. (4) Drug 1: C1CC(=O)NC(=O)C1N2CC3=C(C2=O)C=CC=C3N. Drug 2: C1=CN(C(=O)N=C1N)C2C(C(C(O2)CO)O)O.Cl. Cell line: HCT-15. Synergy scores: CSS=14.1, Synergy_ZIP=-9.45, Synergy_Bliss=-0.723, Synergy_Loewe=0.193, Synergy_HSA=0.305. (5) Drug 1: C(CC(=O)O)C(=O)CN.Cl. Drug 2: CCC1(C2=C(COC1=O)C(=O)N3CC4=CC5=C(C=CC(=C5CN(C)C)O)N=C4C3=C2)O.Cl. Cell line: SN12C. Synergy scores: CSS=19.0, Synergy_ZIP=-5.73, Synergy_Bliss=-4.20, Synergy_Loewe=-14.3, Synergy_HSA=-7.59. (6) Drug 1: C1CC(C1)(C(=O)O)C(=O)O.[NH2-].[NH2-].[Pt+2]. Drug 2: C1=NC(=NC(=O)N1C2C(C(C(O2)CO)O)O)N. Cell line: A498. Synergy scores: CSS=12.0, Synergy_ZIP=-6.11, Synergy_Bliss=-4.67, Synergy_Loewe=-20.1, Synergy_HSA=-6.26. (7) Drug 1: C1=C(C(=O)NC(=O)N1)F. Drug 2: C1C(C(OC1N2C=C(C(=O)NC2=O)F)CO)O. Cell line: HS 578T. Synergy scores: CSS=37.5, Synergy_ZIP=-7.46, Synergy_Bliss=-8.09, Synergy_Loewe=-0.554, Synergy_HSA=0.790. (8) Drug 1: CN(C)C1=NC(=NC(=N1)N(C)C)N(C)C. Drug 2: CC1=C2C(C(=O)C3(C(CC4C(C3C(C(C2(C)C)(CC1OC(=O)C(C(C5=CC=CC=C5)NC(=O)OC(C)(C)C)O)O)OC(=O)C6=CC=CC=C6)(CO4)OC(=O)C)O)C)O. Cell line: CAKI-1. Synergy scores: CSS=43.3, Synergy_ZIP=-0.514, Synergy_Bliss=3.96, Synergy_Loewe=-40.1, Synergy_HSA=5.67.